This data is from Reaction yield outcomes from USPTO patents with 853,638 reactions. The task is: Predict the reaction yield, written as a fraction of the theoretical maximum amount of product (1.0 means a 100% yield; for example, 0.34 means a 34% yield). (1) The reactants are Br[C:2]1[C:11]([CH2:12][O:13][C:14]2[CH:19]=[C:18]([F:20])[CH:17]=[CH:16][C:15]=2[CH3:21])=[C:10]2[C:5]([NH:6][C:7]([CH3:25])([CH3:24])[C:8](=[O:23])[N:9]2[CH3:22])=[CH:4][CH:3]=1.[CH3:26][O:27][C:28]1[CH:33]=[C:32]([O:34][CH2:35][O:36][CH3:37])[CH:31]=[CH:30][C:29]=1B(O)O.C(=O)([O-])[O-].[Cs+].[Cs+].C(OCC)(=O)C. The catalyst is CN(C)C=O.C1(C=CC=CC=1)[P](C1C=CC=CC=1)(C1C=CC=CC=1)[Pd][P](C1C=CC=CC=1)(C1C=CC=CC=1)C1C=CC=CC=1.O. The product is [F:20][C:18]1[CH:17]=[CH:16][C:15]([CH3:21])=[C:14]([CH:19]=1)[O:13][CH2:12][C:11]1[C:2]([C:29]2[CH:30]=[CH:31][C:32]([O:34][CH2:35][O:36][CH3:37])=[CH:33][C:28]=2[O:27][CH3:26])=[CH:3][CH:4]=[C:5]2[C:10]=1[N:9]([CH3:22])[C:8](=[O:23])[C:7]([CH3:25])([CH3:24])[NH:6]2. The yield is 0.970. (2) The reactants are [CH3:1][NH:2][C@H:3]1[CH2:8][CH2:7][C@H:6]([OH:9])[CH2:5][CH2:4]1.C(N(CC)C(C)C)(C)C.[F:19][C:20]([F:32])([F:31])[C:21]1[CH:26]=[CH:25][C:24]([S:27](Cl)(=[O:29])=[O:28])=[CH:23][CH:22]=1. The catalyst is C(Cl)Cl. The product is [OH:9][C@H:6]1[CH2:7][CH2:8][C@H:3]([N:2]([CH3:1])[S:27]([C:24]2[CH:23]=[CH:22][C:21]([C:20]([F:19])([F:31])[F:32])=[CH:26][CH:25]=2)(=[O:29])=[O:28])[CH2:4][CH2:5]1. The yield is 0.770. (3) The reactants are [Cl:1][C:2]1[C:7]([C:8]2[CH:13]=[CH:12][C:11]([C:14]3[CH:19]=[CH:18][CH:17]=[C:16]([O:20][CH3:21])[C:15]=3[OH:22])=[CH:10][CH:9]=2)=[CH:6][C:5]([C:23](OC)=[O:24])=[C:4]([NH:27][C:28](=[O:36])[CH2:29][C:30]2[CH:35]=[CH:34][CH:33]=[CH:32][CH:31]=2)[CH:3]=1.C[Si]([N-][Si](C)(C)C)(C)C.[K+].Cl. The catalyst is O1CCCC1. The product is [Cl:1][C:2]1[CH:3]=[C:4]2[C:5]([C:23]([OH:24])=[C:29]([C:30]3[CH:35]=[CH:34][CH:33]=[CH:32][CH:31]=3)[C:28](=[O:36])[NH:27]2)=[CH:6][C:7]=1[C:8]1[CH:13]=[CH:12][C:11]([C:14]2[CH:19]=[CH:18][CH:17]=[C:16]([O:20][CH3:21])[C:15]=2[OH:22])=[CH:10][CH:9]=1. The yield is 0.550. (4) The reactants are [CH:1]([C:3]1[CH:10]=[CH:9][C:6]([C:7]#[N:8])=[CH:5][CH:4]=1)=[O:2].[C:11]1(C)C=CC(S(O)(=O)=O)=CC=1.[C:22](OCC)(=[O:24])C. The catalyst is CO. The product is [CH3:11][O:2][CH:1]([O:24][CH3:22])[C:3]1[CH:10]=[CH:9][C:6]([C:7]#[N:8])=[CH:5][CH:4]=1. The yield is 0.700. (5) The reactants are [Cl:1][S:2]([OH:5])(=O)=[O:3].[N:6]1[CH:11]=[CH:10][C:9]([C:12]2[S:13][CH:14]=[CH:15][CH:16]=2)=[CH:8][CH:7]=1.C([O-])(O)=O.[Na+]. No catalyst specified. The product is [N:6]1[CH:11]=[CH:10][C:9]([C:12]2[S:13][C:14]([S:2]([Cl:1])(=[O:5])=[O:3])=[CH:15][CH:16]=2)=[CH:8][CH:7]=1. The yield is 0.327. (6) The reactants are [C:1]([C:5]1[N:6]([CH2:19][CH2:20][OH:21])[C:7]2[CH:8]=[CH:9][C:10]([N+:16]([O-])=O)=[C:11]([C:14]#[N:15])[C:12]=2[CH:13]=1)([CH3:4])([CH3:3])[CH3:2]. The catalyst is C(O)C.[Pd]. The product is [NH2:16][C:10]1[CH:9]=[CH:8][C:7]2[N:6]([CH2:19][CH2:20][OH:21])[C:5]([C:1]([CH3:2])([CH3:3])[CH3:4])=[CH:13][C:12]=2[C:11]=1[C:14]#[N:15]. The yield is 0.930.